Predict the product of the given reaction. From a dataset of Forward reaction prediction with 1.9M reactions from USPTO patents (1976-2016). The product is: [Cl:1][C:2]1[CH:10]=[C:9]2[C:5]([C:6]([C:11](=[O:16])[C:12]([F:13])([F:14])[F:15])=[CH:7][N:8]2[CH2:24][CH2:25][CH:26]([CH3:28])[CH3:27])=[CH:4][CH:3]=1. Given the reactants [Cl:1][C:2]1[CH:10]=[C:9]2[C:5]([C:6]([C:11](=[O:16])[C:12]([F:15])([F:14])[F:13])=[CH:7][NH:8]2)=[CH:4][CH:3]=1.C(=O)([O-])[O-].[K+].[K+].Br[CH2:24][CH2:25][CH:26]([CH3:28])[CH3:27], predict the reaction product.